This data is from Catalyst prediction with 721,799 reactions and 888 catalyst types from USPTO. The task is: Predict which catalyst facilitates the given reaction. (1) Reactant: [CH2:1]([O:3][CH:4]([O:7][CH2:8][CH3:9])[CH2:5][OH:6])[CH3:2].[H-].[Na+].Cl[C:13]1[CH:18]=[CH:17][C:16]([N+:19]([O-])=O)=[CH:15][C:14]=1[O:22][CH3:23]. Product: [CH2:1]([O:3][CH:4]([O:7][CH2:8][CH3:9])[CH2:5][O:6][C:13]1[CH:18]=[CH:17][C:16]([NH2:19])=[CH:15][C:14]=1[O:22][CH3:23])[CH3:2]. The catalyst class is: 3. (2) Reactant: [C:1]([O:9][CH2:10][C@@H:11]1[C:15]([O:17][C:18](=[O:20])[CH3:19])([CH3:16])[C@:14]([F:22])([CH3:21])[CH:13]([N:23]2[CH:31]=[N:30][C:29]3[C:24]2=[N:25][CH:26]=[N:27][C:28]=3Cl)[O:12]1)(=[O:8])[C:2]1[CH:7]=[CH:6][CH:5]=[CH:4][CH:3]=1.[CH:33]1([NH2:38])[CH2:37][CH2:36][CH2:35][CH2:34]1.O. Product: [C:1]([O:9][CH2:10][C@@H:11]1[C:15]([O:17][C:18](=[O:20])[CH3:19])([CH3:16])[C@:14]([F:22])([CH3:21])[CH:13]([N:23]2[CH:31]=[N:30][C:29]3[C:24]2=[N:25][CH:26]=[N:27][C:28]=3[NH:38][CH:33]2[CH2:37][CH2:36][CH2:35][CH2:34]2)[O:12]1)(=[O:8])[C:2]1[CH:7]=[CH:6][CH:5]=[CH:4][CH:3]=1. The catalyst class is: 8. (3) Reactant: Br[C:2]1[N:3]=[C:4]([N:23]2[CH2:28][CH2:27][O:26][CH2:25][CH2:24]2)[S:5][C:6]=1[C:7]1[C:8]([CH3:22])=[N:9][N:10]2[C:15]([CH:16]([CH2:19][CH3:20])[CH2:17][CH3:18])=[CH:14][C:13]([CH3:21])=[N:12][C:11]=12.C([Li])CCC.[Cl:34]N1C(=O)CCC1=O.[Cl-].N. Product: [Cl:34][C:2]1[N:3]=[C:4]([N:23]2[CH2:28][CH2:27][O:26][CH2:25][CH2:24]2)[S:5][C:6]=1[C:7]1[C:8]([CH3:22])=[N:9][N:10]2[C:15]([CH:16]([CH2:19][CH3:20])[CH2:17][CH3:18])=[CH:14][C:13]([CH3:21])=[N:12][C:11]=12. The catalyst class is: 1. (4) Reactant: [F:1][C:2]1[CH:3]=[N:4][C:5]([NH:8][C:9]2[S:10][C:11]3[CH2:17][CH2:16][N:15]([CH2:18][C:19]4[N:23]=[C:22]([CH3:24])[O:21][N:20]=4)[C:14]4[N:25](CC5C=CC(OC)=CC=5)[N:26]=[CH:27][C:13]=4[C:12]=3[N:37]=2)=[N:6][CH:7]=1. The catalyst class is: 67. Product: [F:1][C:2]1[CH:3]=[N:4][C:5]([NH:8][C:9]2[S:10][C:11]3[CH2:17][CH2:16][N:15]([CH2:18][C:19]4[N:23]=[C:22]([CH3:24])[O:21][N:20]=4)[C:14]4=[N:25][NH:26][CH:27]=[C:13]4[C:12]=3[N:37]=2)=[N:6][CH:7]=1. (5) Reactant: [NH2:1][C@H:2]([C:5]1[CH:10]=[CH:9][CH:8]=[CH:7][CH:6]=1)[CH2:3][OH:4].Cl[C:12]([O:14][CH2:15][C:16]1[CH:21]=[CH:20][CH:19]=[CH:18][CH:17]=1)=[O:13].C(N(CC)CC)C. Product: [CH2:15]([O:14][C:12](=[O:13])[NH:1][C@H:2]([C:5]1[CH:10]=[CH:9][CH:8]=[CH:7][CH:6]=1)[CH2:3][OH:4])[C:16]1[CH:21]=[CH:20][CH:19]=[CH:18][CH:17]=1. The catalyst class is: 2. (6) Reactant: C(OC([N:8]1[CH2:13][CH2:12][N:11]([C:14]2[CH:19]=[CH:18][N:17]=[C:16]3[S:20][C:21]([C:24](=[O:26])[NH2:25])=[C:22]([NH2:23])[C:15]=23)[CH2:10][CH2:9]1)=O)(C)(C)C.CO.C(Cl)Cl. Product: [NH2:23][C:22]1[C:15]2[C:16](=[N:17][CH:18]=[CH:19][C:14]=2[N:11]2[CH2:12][CH2:13][NH:8][CH2:9][CH2:10]2)[S:20][C:21]=1[C:24]([NH2:25])=[O:26]. The catalyst class is: 2.